Dataset: Catalyst prediction with 721,799 reactions and 888 catalyst types from USPTO. Task: Predict which catalyst facilitates the given reaction. (1) Reactant: [F:1][C:2]1[CH:34]=[CH:33][C:5]2[N:6]=[C:7]([C@@H:15]([NH:17][C:18]3[N:26]=[CH:25][N:24]=[C:23]4[C:19]=3[N:20]=[CH:21][N:22]4C3CCCCO3)[CH3:16])[N:8]([C:9]3[CH:14]=[CH:13][CH:12]=[CH:11][CH:10]=3)[C:4]=2[C:3]=1[C:35](O)=[O:36].[NH:38]1[CH2:43][CH2:42][O:41][CH2:40][CH2:39]1.CN(C(ON1N=NC2C=CC=NC1=2)=[N+](C)C)C.F[P-](F)(F)(F)(F)F. Product: [F:1][C:2]1[CH:34]=[CH:33][C:5]2[N:6]=[C:7]([C@@H:15]([NH:17][C:18]3[N:26]=[CH:25][N:24]=[C:23]4[C:19]=3[N:20]=[CH:21][NH:22]4)[CH3:16])[N:8]([C:9]3[CH:10]=[CH:11][CH:12]=[CH:13][CH:14]=3)[C:4]=2[C:3]=1[C:35]([N:38]1[CH2:43][CH2:42][O:41][CH2:40][CH2:39]1)=[O:36]. The catalyst class is: 34. (2) Reactant: [CH2:1]([N:5]([CH2:51][CH2:52][CH2:53][CH3:54])[C:6]([C:8]1[C:12]([Cl:13])=[C:11]([CH2:14][CH2:15][OH:16])[N:10]([C:17]2[CH:22]=[CH:21][C:20]([C:23](=[O:38])[NH:24][S:25]([C:28]3[CH:37]=[CH:36][C:35]4[C:30](=[CH:31][CH:32]=[CH:33][CH:34]=4)[CH:29]=3)(=[O:27])=[O:26])=[CH:19][C:18]=2[C:39]([N:41]2[CH2:50][CH2:49][C:48]3[C:43](=[CH:44][CH:45]=[CH:46][CH:47]=3)[CH2:42]2)=[O:40])[N:9]=1)=[O:7])[CH2:2][CH2:3][CH3:4].CC(C)=[O:57].OS(O)(=O)=O.O=[Cr](=O)=O. Product: [Cl:13][C:12]1[C:8]([C:6](=[O:7])[N:5]([CH2:1][CH2:2][CH2:3][CH3:4])[CH2:51][CH2:52][CH2:53][CH3:54])=[N:9][N:10]([C:17]2[CH:22]=[CH:21][C:20]([C:23](=[O:38])[NH:24][S:25]([C:28]3[CH:37]=[CH:36][C:35]4[C:30](=[CH:31][CH:32]=[CH:33][CH:34]=4)[CH:29]=3)(=[O:27])=[O:26])=[CH:19][C:18]=2[C:39]([N:41]2[CH2:50][CH2:49][C:48]3[C:43](=[CH:44][CH:45]=[CH:46][CH:47]=3)[CH2:42]2)=[O:40])[C:11]=1[CH2:14][C:15]([OH:57])=[O:16]. The catalyst class is: 21. (3) Reactant: [Cl:1][C:2]1[CH:21]=[CH:20][C:19]([C:22]2[C:23]([C:29]#N)=[N:24][C:25]([CH3:28])=[CH:26][CH:27]=2)=[CH:18][C:3]=1[C:4]([NH:6][CH2:7][C:8]12[CH2:17][CH:12]3[CH2:13][CH:14]([CH2:16][CH:10]([CH2:11]3)[CH2:9]1)[CH2:15]2)=[O:5].[OH-:31].[K+].[OH2:33]. Product: [Cl:1][C:2]1[CH:21]=[CH:20][C:19]([C:22]2[C:23]([C:29]([OH:33])=[O:31])=[N:24][C:25]([CH3:28])=[CH:26][CH:27]=2)=[CH:18][C:3]=1[C:4]([NH:6][CH2:7][C:8]12[CH2:15][CH:14]3[CH2:16][CH:10]([CH2:11][CH:12]([CH2:13]3)[CH2:17]1)[CH2:9]2)=[O:5]. The catalyst class is: 10. (4) Reactant: [F:1][C:2]1[CH:3]=[C:4]([CH:18]=[C:19]([F:21])[CH:20]=1)[CH2:5][O:6][C:7]1[CH:8]=[CH:9][C:10]([N+:15]([O-])=O)=[C:11]([CH:14]=1)[C:12]#[N:13]. Product: [NH2:15][C:10]1[CH:9]=[CH:8][C:7]([O:6][CH2:5][C:4]2[CH:18]=[C:19]([F:21])[CH:20]=[C:2]([F:1])[CH:3]=2)=[CH:14][C:11]=1[C:12]#[N:13]. The catalyst class is: 505. (5) Reactant: [OH:1][NH2:2].C([O:5][C:6](=O)[CH2:7][CH2:8][CH2:9][CH2:10][CH2:11][CH2:12][N:13]([C:20]1[CH:25]=[C:24]([C:26]2[CH:31]=[CH:30][C:29]([NH2:32])=[CH:28][CH:27]=2)[CH:23]=[CH:22][N:21]=1)[C:14]1[CH:19]=[CH:18][CH:17]=[CH:16][N:15]=1)C. Product: [OH:1][NH:2][C:6](=[O:5])[CH2:7][CH2:8][CH2:9][CH2:10][CH2:11][CH2:12][N:13]([C:20]1[CH:25]=[C:24]([C:26]2[CH:31]=[CH:30][C:29]([NH2:32])=[CH:28][CH:27]=2)[CH:23]=[CH:22][N:21]=1)[C:14]1[CH:19]=[CH:18][CH:17]=[CH:16][N:15]=1. The catalyst class is: 121. (6) Reactant: [OH:1][CH:2]1[CH2:7][CH2:6][N:5]([C:8]([O:10][C:11]([CH3:14])([CH3:13])[CH3:12])=[O:9])[CH2:4][CH2:3]1.[Br:15][C:16]1[CH:21]=[CH:20][C:19](F)=[CH:18][CH:17]=1.[H-].[Na+]. Product: [Br:15][C:16]1[CH:21]=[CH:20][C:19]([O:1][CH:2]2[CH2:3][CH2:4][N:5]([C:8]([O:10][C:11]([CH3:14])([CH3:13])[CH3:12])=[O:9])[CH2:6][CH2:7]2)=[CH:18][CH:17]=1. The catalyst class is: 9.